From a dataset of Retrosynthesis with 50K atom-mapped reactions and 10 reaction types from USPTO. Predict the reactants needed to synthesize the given product. (1) Given the product Cc1c(C(=O)N2CCC(N3CCCC3)CC2)cccc1-c1cccc(OC(F)(F)F)c1, predict the reactants needed to synthesize it. The reactants are: Cc1c(Br)cccc1C(=O)N1CCC(N2CCCC2)CC1.OB(O)c1cccc(OC(F)(F)F)c1. (2) Given the product O=C1c2ccc(N3CCCCC3)cc2C(=O)c2cc3ccccc3cc21, predict the reactants needed to synthesize it. The reactants are: C1CCNCC1.O=C1c2ccc(F)cc2C(=O)c2cc3ccccc3cc21. (3) Given the product O=C(Nc1ccn(Cc2cc(C3CC3)ccc2C(F)(F)F)n1)c1c(F)cccc1F, predict the reactants needed to synthesize it. The reactants are: O=C(Nc1ccn(Cc2cc(I)ccc2C(F)(F)F)n1)c1c(F)cccc1F.[Zn+]C1CC1. (4) Given the product Cc1ccc2c(c1C)OCC2c1ccc(C(C)C)cc1, predict the reactants needed to synthesize it. The reactants are: Cc1ccc(C(CO)c2ccc(C(C)C)cc2)c(O)c1C. (5) Given the product O=C(Cc1ccc(F)cc1)N1CCCCC1, predict the reactants needed to synthesize it. The reactants are: C1CCNCC1.O=C(O)Cc1ccc(F)cc1. (6) Given the product CCCCNc1cc(C(=O)O)cc(S(C)=O)c1Cl, predict the reactants needed to synthesize it. The reactants are: CCCCO.CS(=O)c1cc(C(=O)O)cc(N)c1Cl.